From a dataset of Full USPTO retrosynthesis dataset with 1.9M reactions from patents (1976-2016). Predict the reactants needed to synthesize the given product. Given the product [C:6]([O:5][C:1](=[O:4])[CH2:2][CH2:3][CH2:21][N+:22]([O-:24])=[O:23])([CH3:9])([CH3:8])[CH3:7], predict the reactants needed to synthesize it. The reactants are: [C:1]([O:5][C:6]([CH3:9])([CH3:8])[CH3:7])(=[O:4])[CH:2]=[CH2:3].C1CCN2C(=NCCC2)CC1.[CH3:21][N+:22]([O-:24])=[O:23].